This data is from Forward reaction prediction with 1.9M reactions from USPTO patents (1976-2016). The task is: Predict the product of the given reaction. (1) Given the reactants [CH3:1][C:2]1[CH:7]=[CH:6][C:5]([S:8]([O:11][CH2:12][CH:13]2[CH2:17][C:16]3[CH:18]=[C:19]([F:23])[CH:20]=[C:21](Br)[C:15]=3[O:14]2)(=[O:10])=[O:9])=[CH:4][CH:3]=1.[C:24]1(B(O)O)[CH:29]=[CH:28][CH:27]=[CH:26][CH:25]=1.C(=O)([O-])[O-].[K+].[K+].CC1C=CC(S(OCC2CC3C(C4C=CC=CC=4)=CC=CC=3O2)(=O)=O)=CC=1, predict the reaction product. The product is: [CH3:1][C:2]1[CH:7]=[CH:6][C:5]([S:8]([O:11][CH2:12][CH:13]2[CH2:17][C:16]3[CH:18]=[C:19]([F:23])[CH:20]=[C:21]([C:24]4[CH:29]=[CH:28][CH:27]=[CH:26][CH:25]=4)[C:15]=3[O:14]2)(=[O:10])=[O:9])=[CH:4][CH:3]=1. (2) Given the reactants [CH3:1][Li].Cl[Si](C)(C)C.[O:8]1[CH2:13][CH2:12][C:11](=[CH:14][C:15]([O:17][CH2:18][CH3:19])=[O:16])[CH2:10][CH2:9]1, predict the reaction product. The product is: [CH3:1][C:11]1([CH2:14][C:15]([O:17][CH2:18][CH3:19])=[O:16])[CH2:12][CH2:13][O:8][CH2:9][CH2:10]1. (3) Given the reactants CC(C[AlH]CC(C)C)C.[NH2:10][C:11]1[N:16]=[C:15](/[C:17](=[CH:22]/[C:23]2[N:30]3[C:26]([S:27][CH:28]=[CH:29]3)=[N:25][C:24]=2[C:31]2[CH:36]=[CH:35][CH:34]=[CH:33][CH:32]=2)/[C:18](OC)=[O:19])[CH:14]=[CH:13][N:12]=1, predict the reaction product. The product is: [NH2:10][C:11]1[N:16]=[C:15]([C:17](=[CH:22][C:23]2[N:30]3[C:26]([S:27][CH:28]=[CH:29]3)=[N:25][C:24]=2[C:31]2[CH:36]=[CH:35][CH:34]=[CH:33][CH:32]=2)[CH2:18][OH:19])[CH:14]=[CH:13][N:12]=1. (4) The product is: [F:8][C:6]1[CH:5]=[CH:4][C:3]2[CH:9]([N:14]3[C:22]4[C:17](=[CH:18][CH:19]=[CH:20][CH:21]=4)[C:16]([CH3:24])([CH3:23])[C:15]3=[O:25])[CH:10]([CH2:11][OH:12])[O:13][C:2]=2[CH:7]=1. Given the reactants F[C:2]1[CH:7]=[C:6]([F:8])[CH:5]=[CH:4][C:3]=1[CH:9]([N:14]1[C:22]2[C:17](=[CH:18][CH:19]=[CH:20][CH:21]=2)[C:16]([CH3:24])([CH3:23])[C:15]1=[O:25])[CH:10]([OH:13])[CH2:11][OH:12].CC(C)([O-])C.[K+], predict the reaction product. (5) Given the reactants [CH:1]1([CH2:4][O:5][C:6]2[N:11]=[C:10]([C:12]([OH:14])=O)[CH:9]=[CH:8][C:7]=2[C:15]([F:18])([F:17])[F:16])[CH2:3][CH2:2]1.[NH2:19][C:20]1([CH2:24][C:25]([NH:27][CH3:28])=[O:26])[CH2:23][O:22][CH2:21]1, predict the reaction product. The product is: [CH3:28][NH:27][C:25]([CH2:24][C:20]1([NH:19][C:12]([C:10]2[CH:9]=[CH:8][C:7]([C:15]([F:18])([F:17])[F:16])=[C:6]([O:5][CH2:4][CH:1]3[CH2:2][CH2:3]3)[N:11]=2)=[O:14])[CH2:23][O:22][CH2:21]1)=[O:26].